The task is: Predict which catalyst facilitates the given reaction.. This data is from Catalyst prediction with 721,799 reactions and 888 catalyst types from USPTO. (1) Reactant: [CH:1]([O:4][C:5]1[CH:14]=[CH:13][C:12]2[C:7](=[CH:8][CH:9]=[CH:10][CH:11]=2)[C:6]=1[CH:15]=[O:16])([CH3:3])[CH3:2].C1COCC1.CO.[BH4-].[Na+]. Product: [CH:1]([O:4][C:5]1[CH:14]=[CH:13][C:12]2[C:7](=[CH:8][CH:9]=[CH:10][CH:11]=2)[C:6]=1[CH2:15][OH:16])([CH3:3])[CH3:2]. The catalyst class is: 6. (2) Reactant: Cl.[C:2]1([C:13]2[CH:18]=[CH:17][CH:16]=[CH:15][CH:14]=2)[CH:7]=[CH:6][C:5]([CH2:8][C@@H:9]([NH2:12])[CH2:10][OH:11])=[CH:4][CH:3]=1.[OH-].[Na+].[C:21](O[C:21]([O:23][C:24]([CH3:27])([CH3:26])[CH3:25])=[O:22])([O:23][C:24]([CH3:27])([CH3:26])[CH3:25])=[O:22]. Product: [C:2]1([C:13]2[CH:14]=[CH:15][CH:16]=[CH:17][CH:18]=2)[CH:7]=[CH:6][C:5]([CH2:8][C@@H:9]([NH:12][C:21](=[O:22])[O:23][C:24]([CH3:27])([CH3:26])[CH3:25])[CH2:10][OH:11])=[CH:4][CH:3]=1. The catalyst class is: 97. (3) Reactant: [C:1]([C:4]1[CH:16]=[C:15]([Br:17])[CH:14]=[CH:13][C:5]=1[O:6][CH2:7][C:8]([O:10]CC)=[O:9])(=[O:3])[CH3:2].[OH-].[Na+].Cl.C(OCC)(=O)C. Product: [C:1]([C:4]1[CH:16]=[C:15]([Br:17])[CH:14]=[CH:13][C:5]=1[O:6][CH2:7][C:8]([OH:10])=[O:9])(=[O:3])[CH3:2]. The catalyst class is: 823. (4) Reactant: [OH:1][C:2]1[C:11]2[C:6](=[C:7]([CH:12]3[CH2:14][CH2:13]3)[CH:8]=[CH:9][CH:10]=2)[N:5]=[C:4]([C:15]([O:17][CH3:18])=[O:16])[CH:3]=1.C([O-])([O-])=O.[K+].[K+].[CH2:25](I)[CH3:26]. Product: [CH2:25]([O:1][C:2]1[C:11]2[C:6](=[C:7]([CH:12]3[CH2:14][CH2:13]3)[CH:8]=[CH:9][CH:10]=2)[N:5]=[C:4]([C:15]([O:17][CH3:18])=[O:16])[CH:3]=1)[CH3:26]. The catalyst class is: 3. (5) Reactant: [CH3:1][C:2]1[C:10]([CH3:11])=[CH:9][C:5]2[N:6]=[CH:7][NH:8][C:4]=2[CH:3]=1.[F:12][C:13]1[C:18]([B:19]([C:31]2[C:36]([F:37])=[C:35]([F:38])[C:34]([F:39])=[C:33]([F:40])[C:32]=2[F:41])[C:20]2[C:25]([F:26])=[C:24]([F:27])[C:23]([F:28])=[C:22]([F:29])[C:21]=2[F:30])=[C:17]([F:42])[C:16]([F:43])=[C:15]([F:44])[C:14]=1[F:45].[CH2:46]([N:64]([CH2:66][CH2:67][CH2:68][CH2:69][CH2:70][CH2:71][CH2:72][CH2:73][CH2:74][CH2:75][CH2:76][CH2:77][CH2:78][CH2:79][CH2:80][CH2:81][CH2:82][CH3:83])[CH3:65])[CH2:47][CH2:48][CH2:49][CH2:50][CH2:51][CH2:52][CH2:53][CH2:54][CH2:55][CH2:56][CH2:57][CH2:58][CH2:59][CH2:60][CH2:61][CH2:62][CH3:63]. Product: [F:37][C:36]1[C:31]([B:19]([C:18]2[C:13]([F:12])=[C:14]([F:45])[C:15]([F:44])=[C:16]([F:43])[C:17]=2[F:42])[C:20]2[C:21]([F:30])=[C:22]([F:29])[C:23]([F:28])=[C:24]([F:27])[C:25]=2[F:26])=[C:32]([F:41])[C:33]([F:40])=[C:34]([F:39])[C:35]=1[F:38].[F:37][C:36]1[C:31]([B:19]([C:18]2[C:13]([F:12])=[C:14]([F:45])[C:15]([F:44])=[C:16]([F:43])[C:17]=2[F:42])[C:20]2[C:21]([F:30])=[C:22]([F:29])[C:23]([F:28])=[C:24]([F:27])[C:25]=2[F:26])=[C:32]([F:41])[C:33]([F:40])=[C:34]([F:39])[C:35]=1[F:38].[CH2:66]([NH+:64]([CH2:46][CH2:47][CH2:48][CH2:49][CH2:50][CH2:51][CH2:52][CH2:53][CH2:54][CH2:55][CH2:56][CH2:57][CH2:58][CH2:59][CH2:60][CH2:61][CH2:62][CH3:63])[CH3:65])[CH2:67][CH2:68][CH2:69][CH2:70][CH2:71][CH2:72][CH2:73][CH2:74][CH2:75][CH2:76][CH2:77][CH2:78][CH2:79][CH2:80][CH2:81][CH2:82][CH3:83].[CH3:1][C:2]1[C:10]([CH3:11])=[CH:9][C:5]2[N:6]=[CH:7][N-:8][C:4]=2[CH:3]=1. The catalyst class is: 11. (6) Reactant: [CH:1]1[C:6]([CH2:7][CH2:8][C:9]2[C:13]3[C:14]([NH:16][C:17]([NH2:19])=[N:18][C:12]=3[NH:11][CH:10]=2)=[O:15])=[CH:5][CH:4]=[C:3]([C:20]([NH:22][C@@H:23]([C:29]([OH:31])=[O:30])[CH2:24][CH2:25][C:26]([OH:28])=[O:27])=[O:21])[CH:2]=1.[OH-].[Na+:33]. Product: [CH:5]1[C:6]([CH2:7][CH2:8][C:9]2[C:13]3[C:14]([NH:16][C:17]([NH2:19])=[N:18][C:12]=3[NH:11][CH:10]=2)=[O:15])=[CH:1][CH:2]=[C:3]([C:20]([NH:22][C@@H:23]([C:29]([O-:31])=[O:30])[CH2:24][CH2:25][C:26]([O-:28])=[O:27])=[O:21])[CH:4]=1.[Na+:33].[Na+:33]. The catalyst class is: 6.